Predict the product of the given reaction. From a dataset of Forward reaction prediction with 1.9M reactions from USPTO patents (1976-2016). (1) Given the reactants Br[C:2]1[CH:3]=[C:4]2[C:8](=[CH:9][CH:10]=1)[NH:7][C:6](=[O:11])[CH2:5]2.[N+:12]([C:15]1[CH:16]=[C:17](B(O)O)[CH:18]=[CH:19][CH:20]=1)([O-:14])=[O:13].C(=O)([O-])[O-].[K+].[K+], predict the reaction product. The product is: [N+:12]([C:15]1[CH:20]=[C:19]([C:2]2[CH:3]=[C:4]3[C:8](=[CH:9][CH:10]=2)[NH:7][C:6](=[O:11])[CH2:5]3)[CH:18]=[CH:17][CH:16]=1)([O-:14])=[O:13]. (2) The product is: [CH3:1][O:2][C:3](=[O:31])[C:4]1[C:9]([NH:10][CH:11]([CH2:14][NH:36][CH2:34][CH3:35])[CH2:12][CH3:13])=[CH:8][C:7]([CH3:20])=[N:6][C:5]=1[O:21][C:22]1[C:27]([CH3:28])=[CH:26][C:25]([Cl:29])=[CH:24][C:23]=1[CH3:30]. Given the reactants [CH3:1][O:2][C:3](=[O:31])[C:4]1[C:9]([NH:10][CH:11]([CH2:14]OS(C)(=O)=O)[CH2:12][CH3:13])=[CH:8][C:7]([CH3:20])=[N:6][C:5]=1[O:21][C:22]1[C:27]([CH3:28])=[CH:26][C:25]([Cl:29])=[CH:24][C:23]=1[CH3:30].[I-].[Na+].[CH2:34]([NH2:36])[CH3:35].C(N(CC)CC)C, predict the reaction product. (3) Given the reactants [CH2:1]([NH:3][C:4]1[S:5][C@H:6]2[O:12][C@@H:11]3[CH2:13][O:14][CH:15]([C:17]4[CH:22]=[CH:21][CH:20]=[CH:19][CH:18]=4)[O:16][C@H:10]3[C@H:9]([OH:23])[C@H:7]2[N:8]=1)[CH3:2].C([BH3-])#N.[Na+].Cl, predict the reaction product. The product is: [CH2:15]([O:14][CH2:13][CH:11]1[O:12][CH:6]2[CH:7]([N:8]=[C:4]([NH:3][CH2:1][CH3:2])[S:5]2)[CH:9]([OH:23])[CH:10]1[OH:16])[C:17]1[CH:18]=[CH:19][CH:20]=[CH:21][CH:22]=1. (4) Given the reactants [C:1]12([C:9](=[O:10])[CH:8]3[CH2:11][CH:5]1[CH2:6][CH2:7]3)[CH2:4][CH2:3][CH2:2]2.[CH2:12]([Mg]Br)[CH3:13].CCOCC.O, predict the reaction product. The product is: [CH2:12]([C:9]1([OH:10])[C:1]2([CH2:4][CH2:3][CH2:2]2)[CH:5]2[CH2:11][CH:8]1[CH2:7][CH2:6]2)[CH3:13].[C:1]12([CH:9]([OH:10])[CH:8]3[CH2:11][CH:5]1[CH2:6][CH2:7]3)[CH2:4][CH2:3][CH2:2]2. (5) Given the reactants Cl[C:2]1[C:7]([Cl:8])=[CH:6][C:5]([N+:9]([O-:11])=[O:10])=[CH:4][N:3]=1.[C:12]([O:20][C:21]([CH3:24])([CH3:23])[CH3:22])(=[O:19])[CH2:13][C:14]([O:16][CH2:17][CH3:18])=[O:15].C([O-])([O-])=O.[K+].[K+].Cl, predict the reaction product. The product is: [Cl:8][C:7]1[C:2]([CH:13]([C:14]([O:16][CH2:17][CH3:18])=[O:15])[C:12]([O:20][C:21]([CH3:24])([CH3:22])[CH3:23])=[O:19])=[N:3][CH:4]=[C:5]([N+:9]([O-:11])=[O:10])[CH:6]=1. (6) The product is: [C:51]([O:50][C:48]([N:55]1[CH2:60][CH2:59][N:58]([C:10]2[C:11]3[C:17]([CH:18]4[CH2:20][CH2:19]4)=[CH:16][N:15]=[CH:14][C:12]=3[N:13]=[C:8]([C:6]3[CH:5]=[CH:4][N:3]=[C:2]([Cl:1])[CH:7]=3)[N:9]=2)[CH2:57][CH2:56]1)=[O:49])([CH3:54])([CH3:52])[CH3:53]. Given the reactants [Cl:1][C:2]1[CH:7]=[C:6]([C:8]2[N:9]=[C:10](O)[C:11]3[C:17]([CH:18]4[CH2:20][CH2:19]4)=[CH:16][N:15]=[CH:14][C:12]=3[N:13]=2)[CH:5]=[CH:4][N:3]=1.C(N(CC)CC)C.C(C1C=C(C(C)C)C=C(C(C)C)C=1S(Cl)(=O)=O)(C)C.[C:48]([N:55]1[CH2:60][CH2:59][NH:58][CH2:57][CH2:56]1)([O:50][C:51]([CH3:54])([CH3:53])[CH3:52])=[O:49], predict the reaction product. (7) The product is: [CH3:4][C:2]([N:5]1[C:10]([OH:11])=[C:9]([C:30]([NH:29][CH2:45][C:49]([OH:51])=[O:50])=[O:31])[C:8](=[O:12])[N:7]([CH2:13][C:14]2[CH:19]=[CH:18][C:17]([C:20]([CH3:23])([CH3:22])[CH3:21])=[CH:16][CH:15]=2)[C:6]1=[O:24])([CH3:1])[CH3:3]. Given the reactants [CH3:1][C:2]([N:5]1[C:10](=[O:11])[CH2:9][C:8](=[O:12])[N:7]([CH2:13][C:14]2[CH:19]=[CH:18][C:17]([C:20]([CH3:23])([CH3:22])[CH3:21])=[CH:16][CH:15]=2)[C:6]1=[O:24])([CH3:4])[CH3:3].C([N:29]=[C:30]=[O:31])(C)(C)C.C(C1C=CC(CN)=CC=1)(C)(C)C.Cl[C:45](Cl)([C:49]([O-:51])=[O:50])C([O-])=O, predict the reaction product. (8) Given the reactants OS(O)(=O)=O.[I:6][C:7]1[CH:15]=[CH:14][C:13]([CH3:16])=[CH:12][C:8]=1[C:9]([OH:11])=[O:10].[OH-].[Na+].[CH3:19]O, predict the reaction product. The product is: [I:6][C:7]1[CH:15]=[CH:14][C:13]([CH3:16])=[CH:12][C:8]=1[C:9]([O:11][CH3:19])=[O:10].